Dataset: Forward reaction prediction with 1.9M reactions from USPTO patents (1976-2016). Task: Predict the product of the given reaction. (1) Given the reactants [Cl:1][C:2]1[CH:10]=[C:9]([C:11]([O:13][C:14]([CH3:17])([CH3:16])[CH3:15])=[O:12])[CH:8]=[CH:7][C:3]=1[C:4]([OH:6])=O.[CH3:18][O:19][C:20](=[O:38])[C@H:21]([CH2:23][C:24]1[CH:29]=[CH:28][C:27]([C:30]2[CH:35]=[CH:34][CH:33]=[CH:32][C:31]=2[O:36][CH3:37])=[CH:26][CH:25]=1)[NH2:22], predict the reaction product. The product is: [CH3:18][O:19][C:20](=[O:38])[C@H:21]([CH2:23][C:24]1[CH:29]=[CH:28][C:27]([C:30]2[CH:35]=[CH:34][CH:33]=[CH:32][C:31]=2[O:36][CH3:37])=[CH:26][CH:25]=1)[NH:22][C:4](=[O:6])[C:3]1[CH:7]=[CH:8][C:9]([C:11]([O:13][C:14]([CH3:17])([CH3:16])[CH3:15])=[O:12])=[CH:10][C:2]=1[Cl:1]. (2) Given the reactants C[O:2][C:3]1[CH:12]=[CH:11][C:10]2[NH:9][C:8](=[O:13])[C:7]3[S:14][CH:15]=[CH:16][C:6]=3[C:5]=2[C:4]=1[C:17]1[CH:22]=[CH:21][C:20]([CH2:23][NH:24][CH3:25])=[CH:19][CH:18]=1.BrB(Br)Br, predict the reaction product. The product is: [OH:2][C:3]1[CH:12]=[CH:11][C:10]2[NH:9][C:8](=[O:13])[C:7]3[S:14][CH:15]=[CH:16][C:6]=3[C:5]=2[C:4]=1[C:17]1[CH:22]=[CH:21][C:20]([CH2:23][NH:24][CH3:25])=[CH:19][CH:18]=1. (3) Given the reactants [C:1](Cl)(=[O:5])[C:2](Cl)=O.CS(C)=O.C([C:13]1[C:22]2[C:17](=[CH:18][C:19]([CH3:23])=[CH:20][CH:21]=2)[C:16](CC)=[C:15]([CH:26]([P:28](=O)([O-:30])[O-:29])[OH:27])[C:14]=1[Br:32])C.[CH2:33](N(CC)CC)[CH3:34], predict the reaction product. The product is: [Br:32][C:14]1[C:15]([C:26]([P:28](=[O:29])([O:5][CH2:1][CH3:2])[O:30][CH2:33][CH3:34])=[O:27])=[CH:16][C:17]2[C:22]([CH:13]=1)=[CH:21][CH:20]=[C:19]([CH3:23])[CH:18]=2. (4) Given the reactants C[O-].[Na+].[F:4][C:5]1[CH:10]=[C:9]([I:11])[CH:8]=[CH:7][C:6]=1[NH:12][C:13]1[C:18]([N+:19]([O-:21])=[O:20])=[C:17](F)[CH:16]=[C:15]([F:23])[C:14]=1[F:24].[C:25](OCC)(=[O:27])C, predict the reaction product. The product is: [F:24][C:14]1[C:15]([F:23])=[CH:16][C:17]([O:27][CH3:25])=[C:18]([N+:19]([O-:21])=[O:20])[C:13]=1[NH:12][C:6]1[CH:7]=[CH:8][C:9]([I:11])=[CH:10][C:5]=1[F:4]. (5) Given the reactants [CH3:1][O:2][C@:3]12[CH2:20][C@@H:19]([O:21][C:22](=[O:24])[CH3:23])[CH2:18][CH2:17][C@:16]1([CH3:25])[C@@H:15]1[C@H:6]([C@H:7]3[C@@:11]([CH2:13][CH2:14]1)([CH3:12])[C@@H:10]([O:26][C:27](=[O:29])[CH3:28])[CH2:9][CH2:8]3)[CH2:5][C@H:4]2[OH:30].[Cr](Cl)([O-])(=O)=O.[NH+]1C=CC=CC=1.FC(F)(F)C([O-])=O.[NH+]1C=CC=CC=1, predict the reaction product. The product is: [CH3:1][O:2][C@:3]12[CH2:20][C@@H:19]([O:21][C:22](=[O:24])[CH3:23])[CH2:18][CH2:17][C@:16]1([CH3:25])[C@@H:15]1[C@H:6]([C@H:7]3[C@@:11]([CH2:13][CH2:14]1)([CH3:12])[C@@H:10]([O:26][C:27](=[O:29])[CH3:28])[CH2:9][CH2:8]3)[CH2:5][C:4]2=[O:30]. (6) Given the reactants Br.[F:2][C:3]1[CH:12]=[C:11]2[C:6]([CH:7]=[CH:8][C:9]([CH3:13])=[N:10]2)=[C:5]([OH:14])[CH:4]=1.[Br:15][CH2:16][CH2:17]Br, predict the reaction product. The product is: [Br:15][CH2:16][CH2:17][O:14][C:5]1[CH:4]=[C:3]([F:2])[CH:12]=[C:11]2[C:6]=1[CH:7]=[CH:8][C:9]([CH3:13])=[N:10]2. (7) Given the reactants [NH2:1][C:2]1[CH:7]=[C:6](Cl)[N:5]=[CH:4][N:3]=1.C(=O)([O-])[O-].[Na+].[Na+].O1CCO[CH2:17][CH2:16]1, predict the reaction product. The product is: [CH:16]([C:6]1[N:5]=[CH:4][N:3]=[C:2]([NH2:1])[CH:7]=1)=[CH2:17]. (8) Given the reactants [CH2:1]([C:3]1[CH:4]=[C:5]2[C:9](=[CH:10][CH:11]=1)[NH:8][C:7]([C:12]([O:14]C)=[O:13])=[CH:6]2)[CH3:2].[OH-].[K+], predict the reaction product. The product is: [CH2:1]([C:3]1[CH:4]=[C:5]2[C:9](=[CH:10][CH:11]=1)[NH:8][C:7]([C:12]([OH:14])=[O:13])=[CH:6]2)[CH3:2]. (9) Given the reactants [Br:1][C:2]1[CH:3]=[CH:4][C:5]2[O:9][C:8]([CH2:10][OH:11])=[C:7]([CH3:12])[C:6]=2[C:13]=1[O:14][CH3:15].CC(OI1(OC(C)=O)(OC(C)=O)OC(=O)C2C=CC=CC1=2)=O, predict the reaction product. The product is: [Br:1][C:2]1[CH:3]=[CH:4][C:5]2[O:9][C:8]([CH:10]=[O:11])=[C:7]([CH3:12])[C:6]=2[C:13]=1[O:14][CH3:15]. (10) Given the reactants [CH2:1]([O:8][CH2:9][C@H:10]([CH:23]([CH3:25])[CH3:24])[CH2:11][C@H:12]([NH:15][C:16](=[O:22])[O:17][C:18]([CH3:21])([CH3:20])[CH3:19])[CH2:13][OH:14])[C:2]1[CH:7]=[CH:6][CH:5]=[CH:4][CH:3]=1.O.[C:27]1(C)[CH:32]=CC(S(O)(=O)=O)=C[CH:28]=1.COC(C)=C.C(=O)([O-])O.[Na+], predict the reaction product. The product is: [CH2:1]([O:8][CH2:9][C@H:10]([CH:23]([CH3:25])[CH3:24])[CH2:11][C@H:12]1[CH2:13][O:14][C:27]([CH3:32])([CH3:28])[N:15]1[C:16]([O:17][C:18]([CH3:19])([CH3:20])[CH3:21])=[O:22])[C:2]1[CH:3]=[CH:4][CH:5]=[CH:6][CH:7]=1.